From a dataset of Forward reaction prediction with 1.9M reactions from USPTO patents (1976-2016). Predict the product of the given reaction. (1) Given the reactants Br[CH2:2][C:3]1[C:12]([Cl:13])=[N:11][CH:10]=[CH:9][C:4]=1[C:5]([O:7]C)=O.Cl.[F:15][C:16]([F:30])([F:29])[CH2:17][CH2:18][O:19][C:20]1[N:25]=[CH:24][C:23]([CH:26]([NH2:28])[CH3:27])=[CH:22][CH:21]=1, predict the reaction product. The product is: [Cl:13][C:12]1[C:3]2[CH2:2][N:28]([CH:26]([C:23]3[CH:24]=[N:25][C:20]([O:19][CH2:18][CH2:17][C:16]([F:30])([F:15])[F:29])=[CH:21][CH:22]=3)[CH3:27])[C:5](=[O:7])[C:4]=2[CH:9]=[CH:10][N:11]=1. (2) Given the reactants [CH:1]([NH:4][C:5]([C:7]1[CH:12]=[CH:11][C:10](Br)=[CH:9][N:8]=1)=[O:6])([CH3:3])[CH3:2].C[Li].[Br-].[Li+].C([Li])(CC)C.CN([CH:26]=[O:27])C, predict the reaction product. The product is: [CH:1]([NH:4][C:5]([C:7]1[CH:12]=[CH:11][C:10]([CH:26]=[O:27])=[CH:9][N:8]=1)=[O:6])([CH3:3])[CH3:2]. (3) The product is: [CH2:1]([O:8][C:9]1[C:18]2[C:13](=[CH:14][CH:15]=[C:16]([C:19]3[CH:24]=[CH:23][CH:22]=[C:21]([C:28]4[C:27]([F:26])=[CH:32][CH:31]=[CH:30][C:29]=4[F:33])[N:20]=3)[CH:17]=2)[N:12]=[CH:11][CH:10]=1)[C:2]1[CH:7]=[CH:6][CH:5]=[CH:4][CH:3]=1. Given the reactants [CH2:1]([O:8][C:9]1[C:18]2[C:13](=[CH:14][CH:15]=[C:16]([C:19]3[CH:24]=[CH:23][CH:22]=[C:21](Br)[N:20]=3)[CH:17]=2)[N:12]=[CH:11][CH:10]=1)[C:2]1[CH:7]=[CH:6][CH:5]=[CH:4][CH:3]=1.[F:26][C:27]1[CH:32]=[CH:31][CH:30]=[C:29]([F:33])[C:28]=1B(O)O.C(N(C(C)C)CC)(C)C, predict the reaction product. (4) Given the reactants [NH2:1][C@H:2]([CH2:6][C:7]1[S:8][CH:9]=[CH:10][CH:11]=1)[C:3]([OH:5])=[O:4].[C:12](OC(=O)C)(=[O:14])C.O, predict the reaction product. The product is: [CH:12]([NH:1][C@H:2]([CH2:6][C:7]1[S:8][CH:9]=[CH:10][CH:11]=1)[C:3]([OH:5])=[O:4])=[O:14]. (5) The product is: [CH:53]1([S:56]([N:6]2[CH2:5][C:4]([CH2:3][C:1]#[N:2])([N:15]3[CH:19]=[C:18]([C:20]4[N:25]5[CH:26]=[CH:27][N:28]=[C:24]5[CH:23]=[C:22]([C:29]5[CH:30]=[N:31][C:32]([O:35][CH3:36])=[N:33][CH:34]=5)[N:21]=4)[CH:17]=[N:16]3)[CH2:7]2)(=[O:58])=[O:57])[CH2:55][CH2:54]1. Given the reactants [C:1]([CH2:3][C:4]1([N:15]2[CH:19]=[C:18]([C:20]3[N:25]4[CH:26]=[CH:27][N:28]=[C:24]4[CH:23]=[C:22]([C:29]4[CH:30]=[N:31][C:32]([O:35][CH3:36])=[N:33][CH:34]=4)[N:21]=3)[CH:17]=[N:16]2)[CH2:7][N:6](C(OC(C)(C)C)=O)[CH2:5]1)#[N:2].Cl.O1CCOCC1.C(N(C(C)C)CC)(C)C.[CH:53]1([S:56](Cl)(=[O:58])=[O:57])[CH2:55][CH2:54]1, predict the reaction product. (6) Given the reactants Cl[CH2:2][C:3](=[CH2:16])[CH2:4][CH:5]1[O:9][C:8](=[O:10])[CH:7]=[C:6]1[N:11]1[CH2:15][CH2:14][CH2:13][CH2:12]1.[Cl:17][C:18]1[N:23]=[CH:22][C:21]([CH2:24][NH2:25])=[CH:20][CH:19]=1.C(N(C(C)C)C(C)C)C, predict the reaction product. The product is: [Cl:17][C:18]1[N:23]=[CH:22][C:21]([CH2:24][NH:25][CH2:2][C:3](=[CH2:16])[CH2:4][CH:5]2[O:9][C:8](=[O:10])[CH:7]=[C:6]2[N:11]2[CH2:15][CH2:14][CH2:13][CH2:12]2)=[CH:20][CH:19]=1. (7) Given the reactants FC(F)(F)C(OC(=O)C(F)(F)F)=O.[NH2:14][C:15]([C:17]1[N:18]([CH3:49])[C:19](=[O:48])[C:20]2[N:21]([N:23]=[C:24]([N:34]3[CH2:39][CH2:38][CH2:37][C@@H:36]([NH:40][C:41](=[O:47])[O:42][C:43]([CH3:46])([CH3:45])[CH3:44])[CH2:35]3)[C:25]=2[CH2:26][C:27]2[CH:32]=[CH:31][CH:30]=[CH:29][C:28]=2[Cl:33])[CH:22]=1)=O, predict the reaction product. The product is: [Cl:33][C:28]1[CH:29]=[CH:30][CH:31]=[CH:32][C:27]=1[CH2:26][C:25]1[C:24]([N:34]2[CH2:39][CH2:38][CH2:37][C@@H:36]([NH:40][C:41](=[O:47])[O:42][C:43]([CH3:46])([CH3:45])[CH3:44])[CH2:35]2)=[N:23][N:21]2[CH:22]=[C:17]([C:15]#[N:14])[N:18]([CH3:49])[C:19](=[O:48])[C:20]=12. (8) Given the reactants [BH4-].[Na+].[Cl:3][C:4]1[CH:5]=[C:6]([CH2:11][N:12]2[C:16]3[C:17](=[O:20])[CH2:18][CH2:19][C:15]=3[N:14]=[C:13]2[CH:21]([CH3:23])[CH3:22])[CH:7]=[CH:8][C:9]=1[Cl:10], predict the reaction product. The product is: [Cl:3][C:4]1[CH:5]=[C:6]([CH2:11][N:12]2[C:16]3[CH:17]([OH:20])[CH2:18][CH2:19][C:15]=3[N:14]=[C:13]2[CH:21]([CH3:23])[CH3:22])[CH:7]=[CH:8][C:9]=1[Cl:10].